From a dataset of Reaction yield outcomes from USPTO patents with 853,638 reactions. Predict the reaction yield, written as a fraction of the theoretical maximum amount of product (1.0 means a 100% yield; for example, 0.34 means a 34% yield). The reactants are Br[C:2]1[CH:3]=[C:4]2[C:9](=[CH:10][CH:11]=1)[C:8](=[O:12])[NH:7][C:6](=[O:13])[C:5]2=[CH:14][NH:15][C:16]1[CH:21]=[CH:20][C:19]([CH2:22][N:23]2[CH2:27][CH2:26][CH2:25][CH:24]2[CH2:28][OH:29])=[CH:18][CH:17]=1.C(Cl)(Cl)Cl.P(C(C)(C)C)(C(C)(C)C)C(C)(C)C.[Cl-].[S:48]1[CH:52]=[CH:51][CH:50]=[C:49]1[Zn+]. The catalyst is CN(C)C=O.C1C=CC(/C=C/C(/C=C/C2C=CC=CC=2)=O)=CC=1.C1C=CC(/C=C/C(/C=C/C2C=CC=CC=2)=O)=CC=1.C1C=CC(/C=C/C(/C=C/C2C=CC=CC=2)=O)=CC=1.[Pd].[Pd]. The product is [OH:29][CH2:28][CH:24]1[CH2:25][CH2:26][CH2:27][N:23]1[CH2:22][C:19]1[CH:20]=[CH:21][C:16]([NH:15][CH:14]=[C:5]2[C:4]3[C:9](=[CH:10][CH:11]=[C:2]([C:49]4[S:48][CH:52]=[CH:51][CH:50]=4)[CH:3]=3)[C:8](=[O:12])[NH:7][C:6]2=[O:13])=[CH:17][CH:18]=1. The yield is 0.380.